Predict the product of the given reaction. From a dataset of Forward reaction prediction with 1.9M reactions from USPTO patents (1976-2016). (1) Given the reactants [CH:1]1([NH:7][C:8]2[CH:13]=[CH:12][C:11]([CH2:14][OH:15])=[CH:10][C:9]=2[N+:16]([O-])=O)[CH2:6][CH2:5][CH2:4][CH2:3][CH2:2]1.C(O)C, predict the reaction product. The product is: [NH2:16][C:9]1[CH:10]=[C:11]([CH2:14][OH:15])[CH:12]=[CH:13][C:8]=1[NH:7][CH:1]1[CH2:6][CH2:5][CH2:4][CH2:3][CH2:2]1. (2) Given the reactants [CH2:1]([N:3]1[C:7]2[CH:8]=[CH:9][C:10]([NH2:12])=[CH:11][C:6]=2[N:5]=[C:4]1[CH2:13][C:14]1[N:15]([C:19]2[CH:24]=[CH:23][CH:22]=[C:21]([F:25])[CH:20]=2)[N:16]=[CH:17][CH:18]=1)[CH3:2], predict the reaction product. The product is: [CH2:1]([N:3]1[C:7]2[CH:8]=[CH:9][C:10]([N:12]3[CH:1]=[N:3][CH:4]=[N:5]3)=[CH:11][C:6]=2[N:5]=[C:4]1[CH2:13][C:14]1[N:15]([C:19]2[CH:24]=[CH:23][CH:22]=[C:21]([F:25])[CH:20]=2)[N:16]=[CH:17][CH:18]=1)[CH3:2]. (3) The product is: [CH3:1][C:2]1([CH3:28])[O:3][CH2:4][CH:5]([CH2:8][O:9][C:10]2[CH:15]=[CH:14][N:13]=[C:12]([CH2:16][S:17]([C:18]3[NH:19][C:20]4[CH:26]=[CH:25][CH:24]=[CH:23][C:21]=4[N:22]=3)=[O:37])[C:11]=2[CH3:27])[CH2:6][O:7]1. Given the reactants [CH3:1][C:2]1([CH3:28])[O:7][CH2:6][CH:5]([CH2:8][O:9][C:10]2[CH:15]=[CH:14][N:13]=[C:12]([CH2:16][S:17][C:18]3[NH:22][C:21]4[CH:23]=[CH:24][CH:25]=[CH:26][C:20]=4[N:19]=3)[C:11]=2[CH3:27])[CH2:4][O:3]1.ClC1C=CC=C(C(OO)=[O:37])C=1.C(=O)([O-])O.[Na+], predict the reaction product. (4) Given the reactants [CH3:1][N:2]1[CH2:7][CH2:6][CH:5]([NH:8][CH3:9])[CH2:4][CH2:3]1.[S:10](N)([NH2:13])(=[O:12])=[O:11], predict the reaction product. The product is: [CH3:9][N:8]([CH:5]1[CH2:6][CH2:7][N:2]([CH3:1])[CH2:3][CH2:4]1)[S:10]([NH2:13])(=[O:12])=[O:11].